From a dataset of Forward reaction prediction with 1.9M reactions from USPTO patents (1976-2016). Predict the product of the given reaction. (1) Given the reactants [Br:1][C:2]1[S:3][CH:4]=[CH:5][C:6]=1[CH2:7][C:8]([O:10][CH2:11][CH3:12])=[O:9].[I:13][C:14]1[CH:22]=[CH:21][C:17]([C:18](Cl)=[O:19])=[CH:16][C:15]=1[N+:23]([O-:25])=[O:24].[Al+3].[Cl-].[Cl-].[Cl-], predict the reaction product. The product is: [Br:1][C:2]1[S:3][C:4]([C:18](=[O:19])[C:17]2[CH:21]=[CH:22][C:14]([I:13])=[C:15]([N+:23]([O-:25])=[O:24])[CH:16]=2)=[CH:5][C:6]=1[CH2:7][C:8]([O:10][CH2:11][CH3:12])=[O:9]. (2) Given the reactants C(OC([N:11]1[CH2:16][CH2:15][CH:14]([C:17]2[N:18]([CH2:34][O:35][CH2:36][CH2:37][Si:38]([CH3:41])([CH3:40])[CH3:39])[C:19]([CH:22]3[CH2:26][CH2:25][CH2:24][N:23]3[C:27]([O:29][C:30]([CH3:33])([CH3:32])[CH3:31])=[O:28])=[N:20][CH:21]=2)[CH2:13][CH2:12]1)=O)C1C=CC=CC=1, predict the reaction product. The product is: [C:30]([O:29][C:27]([N:23]1[CH2:24][CH2:25][CH2:26][CH:22]1[C:19]1[N:18]([CH2:34][O:35][CH2:36][CH2:37][Si:38]([CH3:41])([CH3:40])[CH3:39])[C:17]([CH:14]2[CH2:13][CH2:12][NH:11][CH2:16][CH2:15]2)=[CH:21][N:20]=1)=[O:28])([CH3:33])([CH3:32])[CH3:31].